This data is from Catalyst prediction with 721,799 reactions and 888 catalyst types from USPTO. The task is: Predict which catalyst facilitates the given reaction. (1) Reactant: [CH3:1][C:2]1([C:5]([OH:7])=O)[CH2:4][CH2:3]1.[S:8]1[CH:12]=[CH:11][CH:10]=[C:9]1[CH2:13][NH2:14].C(N(CC)CC)C.CCN=C=NCCCN(C)C. Product: [S:8]1[CH:12]=[CH:11][CH:10]=[C:9]1[CH2:13][NH:14][C:5]([C:2]1([CH3:1])[CH2:4][CH2:3]1)=[O:7]. The catalyst class is: 64. (2) Product: [C:1]([C:5]1[N:10]=[C:9]([N:11]2[CH2:16][CH2:15][N:14]([CH2:17][CH2:18][CH2:19][CH2:20][NH:21][C:31]([N:49]3[CH2:50][CH2:51][N:46]([C:43]4[CH:42]=[CH:41][C:40]([C:39]([F:38])([F:52])[F:53])=[CH:45][CH:44]=4)[CH2:47][CH2:48]3)=[O:32])[CH2:13][CH2:12]2)[CH:8]=[C:7]([C:22]([F:24])([F:25])[F:23])[N:6]=1)([CH3:4])([CH3:2])[CH3:3]. Reactant: [C:1]([C:5]1[N:10]=[C:9]([N:11]2[CH2:16][CH2:15][N:14]([CH2:17][CH2:18][CH2:19][CH2:20][NH2:21])[CH2:13][CH2:12]2)[CH:8]=[C:7]([C:22]([F:25])([F:24])[F:23])[N:6]=1)([CH3:4])([CH3:3])[CH3:2].C1N=CN([C:31](N2C=NC=C2)=[O:32])C=1.[F:38][C:39]([F:53])([F:52])[C:40]1[CH:45]=[CH:44][C:43]([N:46]2[CH2:51][CH2:50][NH:49][CH2:48][CH2:47]2)=[CH:42][CH:41]=1. The catalyst class is: 147. (3) Reactant: Cl.C[O:3][C:4]1(OC)[C:12]2[C:7](=[CH:8][CH:9]=[C:10]([S:13][CH2:14][CH2:15][C:16]3[CH:26]=[CH:25][C:19]([C:20]([O:22][CH2:23][CH3:24])=[O:21])=[CH:18][CH:17]=3)[CH:11]=2)[N:6]([CH2:27][CH2:28][CH2:29][CH2:30][CH2:31][CH2:32][CH3:33])[C:5]1=[O:34]. Product: [O:34]=[C:5]1[C:4](=[O:3])[C:12]2[C:7](=[CH:8][CH:9]=[C:10]([S:13][CH2:14][CH2:15][C:16]3[CH:26]=[CH:25][C:19]([C:20]([O:22][CH2:23][CH3:24])=[O:21])=[CH:18][CH:17]=3)[CH:11]=2)[N:6]1[CH2:27][CH2:28][CH2:29][CH2:30][CH2:31][CH2:32][CH3:33]. The catalyst class is: 21. (4) Reactant: Br[C:2]1[CH:3]=[C:4]([CH2:9][NH:10][C:11]([C:13]2[CH:18]=[CH:17][CH:16]=[C:15]([C:19]([NH:21][CH2:22][C:23]3[C:24]([NH:36][CH:37]4[CH2:42][CH2:41][O:40][CH2:39][CH2:38]4)=[C:25]4[CH:33]=[N:32][N:31]([CH2:34][CH3:35])[C:26]4=[N:27][C:28]=3[CH2:29][CH3:30])=[O:20])[N:14]=2)=[O:12])[CH:5]=[CH:6][C:7]=1[F:8].[CH3:43][N:44]1[CH2:49][CH2:48][CH:47]([CH2:50][C:51]2[CH:56]=[CH:55][CH:54]=[C:53](B3OC(C)(C)C(C)(C)O3)[CH:52]=2)[CH2:46][CH2:45]1.C([O-])([O-])=O.[Na+].[Na+]. Product: [CH2:34]([N:31]1[C:26]2=[N:27][C:28]([CH2:29][CH3:30])=[C:23]([CH2:22][NH:21][C:19]([C:15]3[CH:16]=[CH:17][CH:18]=[C:13]([C:11]([NH:10][CH2:9][C:4]4[CH:3]=[C:2]([C:55]5[CH:54]=[CH:53][CH:52]=[C:51]([CH2:50][CH:47]6[CH2:48][CH2:49][N:44]([CH3:43])[CH2:45][CH2:46]6)[CH:56]=5)[C:7]([F:8])=[CH:6][CH:5]=4)=[O:12])[N:14]=3)=[O:20])[C:24]([NH:36][CH:37]3[CH2:42][CH2:41][O:40][CH2:39][CH2:38]3)=[C:25]2[CH:33]=[N:32]1)[CH3:35]. The catalyst class is: 117. (5) Reactant: [Cl:1][C:2]1[CH:7]=[CH:6][C:5]([N:8]([CH:15]2[C:24]3[C:19](=[N:20][CH:21]=[CH:22][CH:23]=3)[NH:18][CH:17]([CH3:25])[CH2:16]2)C(=O)C(F)(F)F)=[CH:4][CH:3]=1.C[Si](C)(C)N[Si](C)(C)C.[Na].[O:36]1CC[CH2:38][CH2:37]1.C(OC(=O)C)(=O)C.[Cl-].[NH4+]. Product: [C:37]([N:18]1[C:19]2[C:24](=[CH:23][CH:22]=[CH:21][N:20]=2)[C@H:15]([NH:8][C:5]2[CH:4]=[CH:3][C:2]([Cl:1])=[CH:7][CH:6]=2)[CH2:16][C@@H:17]1[CH3:25])(=[O:36])[CH3:38]. The catalyst class is: 7. (6) Reactant: Cl[C:2]1[N:3]=[CH:4][C:5](/[CH:8]=[CH:9]/[C:10]([O:12][CH2:13][CH3:14])=[O:11])=[N:6][CH:7]=1.[Cl:15][C:16]1[CH:29]=[CH:28][C:19]([C:20]([N:22]2[CH2:26][CH2:25][C@@H:24]([NH2:27])[CH2:23]2)=[O:21])=[CH:18][CH:17]=1.CCN(CC)CC. Product: [Cl:15][C:16]1[CH:29]=[CH:28][C:19]([C:20]([N:22]2[CH2:26][CH2:25][C@@H:24]([NH:27][C:2]3[N:3]=[CH:4][C:5](/[CH:8]=[CH:9]/[C:10]([O:12][CH2:13][CH3:14])=[O:11])=[N:6][CH:7]=3)[CH2:23]2)=[O:21])=[CH:18][CH:17]=1. The catalyst class is: 3.